From a dataset of Reaction yield outcomes from USPTO patents with 853,638 reactions. Predict the reaction yield, written as a fraction of the theoretical maximum amount of product (1.0 means a 100% yield; for example, 0.34 means a 34% yield). The reactants are C[O:2][C:3](=[O:33])[CH2:4][C:5]([N:7]([C@H:14]1[C:23]2[C:18](=[CH:19][CH:20]=[CH:21][CH:22]=2)[N:17]([C:24](=[O:31])[C:25]2[CH:30]=[CH:29][CH:28]=[CH:27][CH:26]=2)[C@@H:16]([CH3:32])[CH2:15]1)[C:8]1[CH:13]=[CH:12][CH:11]=[CH:10][CH:9]=1)=[O:6].[OH-].[Li+].ClCCl.C(=O)(O)[O-].[Na+]. The catalyst is CO.O. The product is [C:24]([N:17]1[C:18]2[C:23](=[CH:22][CH:21]=[CH:20][CH:19]=2)[C@H:14]([N:7]([C:8]2[CH:13]=[CH:12][CH:11]=[CH:10][CH:9]=2)[C:5](=[O:6])[CH2:4][C:3]([OH:33])=[O:2])[CH2:15][C@@H:16]1[CH3:32])(=[O:31])[C:25]1[CH:30]=[CH:29][CH:28]=[CH:27][CH:26]=1. The yield is 0.333.